Dataset: Full USPTO retrosynthesis dataset with 1.9M reactions from patents (1976-2016). Task: Predict the reactants needed to synthesize the given product. (1) Given the product [ClH:47].[ClH:47].[O:1]1[C:10]2[C:5](=[CH:6][CH:7]=[CH:8][CH:9]=2)[C@H:4]([NH:11][C:12]([C@@H:14]2[CH2:19][N:18]3[CH2:20][C:21]([F:23])([F:24])[CH2:22][C@@H:17]3[CH2:16][N:15]2[C:25](=[O:40])[C@@H:26]([NH:33][C:34](=[O:39])[C@H:35]([CH3:38])[NH:36][CH3:37])[CH:27]2[CH2:32][CH2:31][O:30][CH2:29][CH2:28]2)=[O:13])[CH2:3][CH2:2]1, predict the reactants needed to synthesize it. The reactants are: [O:1]1[C:10]2[C:5](=[CH:6][CH:7]=[CH:8][CH:9]=2)[C@H:4]([NH:11][C:12]([C@@H:14]2[CH2:19][N:18]3[CH2:20][C:21]([F:24])([F:23])[CH2:22][C@@H:17]3[CH2:16][N:15]2[C:25](=[O:40])[C@@H:26]([NH:33][C:34](=[O:39])[C@H:35]([CH3:38])[NH:36][CH3:37])[CH:27]2[CH2:32][CH2:31][O:30][CH2:29][CH2:28]2)=[O:13])[CH2:3][CH2:2]1.C(OCC)(=O)C.[ClH:47]. (2) Given the product [CH3:1][N:2]1[CH:6]=[C:5]([C:7]2[N:12]=[C:11]([C:13]3[CH:14]=[N:15][N:16]([CH:24]([CH2:23][C:22]#[N:30])[CH2:25][C:26]#[N:27])[CH:17]=3)[N:10]3[CH:18]=[CH:19][N:20]=[C:9]3[CH:8]=2)[CH:4]=[N:3]1, predict the reactants needed to synthesize it. The reactants are: [CH3:1][N:2]1[CH:6]=[C:5]([C:7]2[N:12]=[C:11]([C:13]3[CH:14]=[N:15][NH:16][CH:17]=3)[N:10]3[CH:18]=[CH:19][N:20]=[C:9]3[CH:8]=2)[CH:4]=[N:3]1.C[C:22](C)(C)[CH2:23][CH:24]=[CH:25][C:26]#[N:27].[N:30]1CCCN2CCCCCC=12. (3) Given the product [CH2:1]([N:3]1[C:7]([N:8]([CH:25]([CH3:26])[CH3:27])[C:9](=[O:24])[CH2:10][O:11][C:12]2[CH:17]=[CH:16][CH:15]=[C:14]([OH:18])[C:13]=2[CH:22]=[O:23])=[CH:6][CH:5]=[N:4]1)[CH3:2], predict the reactants needed to synthesize it. The reactants are: [CH2:1]([N:3]1[C:7]([N:8]([CH:25]([CH3:27])[CH3:26])[C:9](=[O:24])[CH2:10][O:11][C:12]2[CH:17]=[CH:16][CH:15]=[C:14]([O:18]COC)[C:13]=2[CH:22]=[O:23])=[CH:6][CH:5]=[N:4]1)[CH3:2].Cl.C(=O)(O)[O-].[Na+].